The task is: Regression. Given two drug SMILES strings and cell line genomic features, predict the synergy score measuring deviation from expected non-interaction effect.. This data is from NCI-60 drug combinations with 297,098 pairs across 59 cell lines. (1) Drug 1: CC1C(C(CC(O1)OC2CC(OC(C2O)C)OC3=CC4=CC5=C(C(=O)C(C(C5)C(C(=O)C(C(C)O)O)OC)OC6CC(C(C(O6)C)O)OC7CC(C(C(O7)C)O)OC8CC(C(C(O8)C)O)(C)O)C(=C4C(=C3C)O)O)O)O. Drug 2: C1C(C(OC1N2C=NC3=C2NC=NCC3O)CO)O. Cell line: NCIH23. Synergy scores: CSS=55.1, Synergy_ZIP=-0.664, Synergy_Bliss=-3.39, Synergy_Loewe=-27.8, Synergy_HSA=-4.99. (2) Drug 1: CC1C(C(=O)NC(C(=O)N2CCCC2C(=O)N(CC(=O)N(C(C(=O)O1)C(C)C)C)C)C(C)C)NC(=O)C3=C4C(=C(C=C3)C)OC5=C(C(=O)C(=C(C5=N4)C(=O)NC6C(OC(=O)C(N(C(=O)CN(C(=O)C7CCCN7C(=O)C(NC6=O)C(C)C)C)C)C(C)C)C)N)C. Drug 2: CN(CCCl)CCCl.Cl. Cell line: HOP-92. Synergy scores: CSS=24.0, Synergy_ZIP=-7.92, Synergy_Bliss=-3.17, Synergy_Loewe=-5.67, Synergy_HSA=-3.51.